Task: Predict the product of the given reaction.. Dataset: Forward reaction prediction with 1.9M reactions from USPTO patents (1976-2016) (1) Given the reactants [Br:1][C:2]1[CH:3]=[CH:4][C:5]([O:9][C:10]2[CH:11]=[CH:12][C:13]3[N:17]=[C:16]([CH2:18][O:19][C:20]4[CH:21]=[C:22]([CH:27]=[CH:28][CH:29]=4)[C:23](OC)=[O:24])[N:15]([CH3:30])[C:14]=3[CH:31]=2)=[N:6][C:7]=1Cl.[CH3:32][O-:33].[Na+].[OH2:35], predict the reaction product. The product is: [Br:1][C:2]1[CH:3]=[CH:4][C:5]([O:9][C:10]2[CH:11]=[CH:12][C:13]3[N:17]=[C:16]([CH2:18][O:19][C:20]4[CH:21]=[C:22]([CH:27]=[CH:28][CH:29]=4)[C:23]([OH:35])=[O:24])[N:15]([CH3:30])[C:14]=3[CH:31]=2)=[N:6][C:7]=1[O:33][CH3:32]. (2) Given the reactants [CH3:1][N:2]([CH:10]1[CH2:15][CH2:14][C:13]([C:16]2[C:24]3[C:19](=[CH:20][CH:21]=[C:22]([N+:25]([O-])=O)[CH:23]=3)[NH:18][CH:17]=2)=[CH:12][CH2:11]1)[C:3](=[O:9])[O:4][C:5]([CH3:8])([CH3:7])[CH3:6].O.NN, predict the reaction product. The product is: [NH2:25][C:22]1[CH:23]=[C:24]2[C:19](=[CH:20][CH:21]=1)[NH:18][CH:17]=[C:16]2[C:13]1[CH2:14][CH2:15][CH:10]([N:2]([CH3:1])[C:3](=[O:9])[O:4][C:5]([CH3:6])([CH3:7])[CH3:8])[CH2:11][CH:12]=1.